Dataset: Full USPTO retrosynthesis dataset with 1.9M reactions from patents (1976-2016). Task: Predict the reactants needed to synthesize the given product. (1) Given the product [F:44][C:43]([F:46])([F:45])[C:41]([OH:47])=[O:42].[CH3:1][O:2][C:3](=[O:40])[C@@H:4]([NH:14][C:15]([C:17]1[S:18][C:19]([C:26](=[O:39])[NH:27][CH2:28][C:29]2[CH:37]=[CH:36][CH:35]=[C:34]3[C:30]=2[CH2:31][C:32](=[O:38])[NH:33]3)=[CH:20][C:21]=1[C:22]([F:24])([F:25])[F:23])=[O:16])[CH2:5][NH2:6], predict the reactants needed to synthesize it. The reactants are: [CH3:1][O:2][C:3](=[O:40])[C@@H:4]([NH:14][C:15]([C:17]1[S:18][C:19]([C:26](=[O:39])[NH:27][CH2:28][C:29]2[CH:37]=[CH:36][CH:35]=[C:34]3[C:30]=2[CH2:31][C:32](=[O:38])[NH:33]3)=[CH:20][C:21]=1[C:22]([F:25])([F:24])[F:23])=[O:16])[CH2:5][NH:6]C(OC(C)(C)C)=O.[C:41]([OH:47])([C:43]([F:46])([F:45])[F:44])=[O:42]. (2) Given the product [F:36][C:30]1[CH:29]=[C:28]([NH:37][C:38]([C@@H:40]2[N:49]([C:68]([C@@H:61]3[CH2:64][C@H:63]([C:65]([OH:67])=[O:66])[CH2:62]3)=[O:69])[CH2:48][CH2:47][C:46]3[N:45]=[C:44]([O:50][CH3:51])[CH:43]=[CH:42][C:41]2=3)=[O:39])[CH:27]=[C:26]([F:25])[C:31]=1[Si:32]([CH3:35])([CH3:34])[CH3:33], predict the reactants needed to synthesize it. The reactants are: CN(C(ON1N=NC2C=CC=NC1=2)=[N+](C)C)C.F[P-](F)(F)(F)(F)F.[F:25][C:26]1[CH:27]=[C:28]([NH:37][C:38]([C@@H:40]2[NH:49][CH2:48][CH2:47][C:46]3[N:45]=[C:44]([O:50][CH3:51])[CH:43]=[CH:42][C:41]2=3)=[O:39])[CH:29]=[C:30]([F:36])[C:31]=1[Si:32]([CH3:35])([CH3:34])[CH3:33].CCN(C(C)C)C(C)C.[C@H:61]1([C:68](O)=[O:69])[CH2:64][C@@H:63]([C:65]([OH:67])=[O:66])[CH2:62]1.C(=O)([O-])O.[Na+]. (3) Given the product [Cl:1][C:2]1[N:7]=[C:6]([NH:15][C:14]2[CH:16]=[CH:17][C:11]([F:10])=[C:12]([CH3:18])[CH:13]=2)[C:5]([F:9])=[CH:4][N:3]=1, predict the reactants needed to synthesize it. The reactants are: [Cl:1][C:2]1[N:7]=[C:6](Cl)[C:5]([F:9])=[CH:4][N:3]=1.[F:10][C:11]1[CH:17]=[CH:16][C:14]([NH2:15])=[CH:13][C:12]=1[CH3:18]. (4) Given the product [F:1][C:2]1[CH:7]=[CH:6][CH:5]=[CH:4][C:3]=1[NH:8][C:9]1[O:13][C:12]([C:14]([NH:16][CH:17]2[CH2:18][CH2:19][N:20]([C:24]3[CH:32]=[CH:31][C:27]([C:28]([NH2:30])=[O:29])=[CH:26][N:25]=3)[CH2:21][CH2:22]2)=[O:15])=[N:11][N:10]=1, predict the reactants needed to synthesize it. The reactants are: [F:1][C:2]1[CH:7]=[CH:6][CH:5]=[CH:4][C:3]=1[NH:8][C:9]1[O:13][C:12]([C:14]([NH:16][CH:17]2[CH2:22][CH2:21][NH:20][CH2:19][CH2:18]2)=[O:15])=[N:11][N:10]=1.Cl[C:24]1[CH:32]=[CH:31][C:27]([C:28]([NH2:30])=[O:29])=[CH:26][N:25]=1. (5) Given the product [F:1][C:2]1[CH:7]=[C:6]([C:8]([O:10][CH3:11])=[O:9])[C:5]([F:12])=[CH:4][C:3]=1[NH:13][S:14]([C:17]1[CH:22]=[CH:21][C:20]([C:23]2[CH:24]=[N:25][C:26]([CH:29]3[CH2:30][CH2:31][N:32]([C:35]([O:37][C:38]([CH3:41])([CH3:40])[CH3:39])=[O:36])[CH2:33][CH2:34]3)=[N:27][CH:28]=2)=[CH:19][CH:18]=1)(=[O:16])=[O:15], predict the reactants needed to synthesize it. The reactants are: [F:1][C:2]1[CH:7]=[C:6]([C:8]([O:10][CH3:11])=[O:9])[C:5]([F:12])=[CH:4][C:3]=1[NH:13][S:14]([C:17]1[CH:22]=[CH:21][C:20]([C:23]2[CH:24]=[N:25][C:26]([C:29]3[CH2:30][CH2:31][N:32]([C:35]([O:37][C:38]([CH3:41])([CH3:40])[CH3:39])=[O:36])[CH2:33][CH:34]=3)=[N:27][CH:28]=2)=[CH:19][CH:18]=1)(=[O:16])=[O:15].[H][H]. (6) Given the product [Cl:17][C:14]1[CH:15]=[C:16]2[C:11](=[CH:12][CH:13]=1)[NH:10][C:9](=[O:18])[C:8]2=[CH:7][C:5]1[O:6][C:2]([C:33]2[CH:48]=[CH:47][C:36]([O:37][CH2:38][CH2:39][CH2:40][N:41]3[CH2:42][CH2:43][O:44][CH2:45][CH2:46]3)=[CH:35][CH:34]=2)=[CH:3][CH:4]=1, predict the reactants needed to synthesize it. The reactants are: Br[C:2]1[O:6][C:5]([CH:7]=[C:8]2[C:16]3[C:11](=[CH:12][CH:13]=[C:14]([Cl:17])[CH:15]=3)[NH:10][C:9]2=[O:18])=[CH:4][CH:3]=1.C([O-])([O-])=O.[Cs+].[Cs+].CC1(C)C(C)(C)OB([C:33]2[CH:48]=[CH:47][C:36]([O:37][CH2:38][CH2:39][CH2:40][N:41]3[CH2:46][CH2:45][O:44][CH2:43][CH2:42]3)=[CH:35][CH:34]=2)O1. (7) Given the product [CH3:31][S:32]([NH:35][C:16](=[O:18])[CH2:15][C:12]1[CH:13]=[CH:14][C:7]2[S:6][C:5]3[N:4]=[CH:3][CH:2]=[N:1][C:10]=3[NH:9][C:8]=2[CH:11]=1)(=[O:34])=[O:33], predict the reactants needed to synthesize it. The reactants are: [N:1]1[C:10]2[NH:9][C:8]3[CH:11]=[C:12]([CH2:15][C:16]([OH:18])=O)[CH:13]=[CH:14][C:7]=3[S:6][C:5]=2[N:4]=[CH:3][CH:2]=1.C(N1C=CN=C1)(N1C=CN=C1)=O.[CH3:31][S:32]([NH2:35])(=[O:34])=[O:33]. (8) Given the product [CH2:1]([O:8][C:9]([N:11]1[CH2:15][CH:14]=[CH:13][C@H:12]1[C:16]([O:18][CH2:27][C:28]1[CH:33]=[CH:32][CH:31]=[CH:30][CH:29]=1)=[O:17])=[O:10])[C:2]1[CH:3]=[CH:4][CH:5]=[CH:6][CH:7]=1, predict the reactants needed to synthesize it. The reactants are: [CH2:1]([O:8][C:9]([N:11]1[CH2:15][CH:14]=[CH:13][C@H:12]1[C:16]([OH:18])=[O:17])=[O:10])[C:2]1[CH:7]=[CH:6][CH:5]=[CH:4][CH:3]=1.[Na+].[I-].C([O-])([O-])=O.[Cs+].[Cs+].[CH2:27](Br)[C:28]1[CH:33]=[CH:32][CH:31]=[CH:30][CH:29]=1. (9) Given the product [Cl:1][C:2]1[CH:7]=[C:6]2[NH:8][C:9](=[O:32])[C:10]3([CH:15]([C:16]4[CH:21]=[CH:20][CH:19]=[C:18]([Cl:22])[CH:17]=4)[CH2:14][CH2:13][NH:12][CH:11]3[C:24]3[CH:29]=[C:28]([CH3:30])[CH:27]=[CH:26][C:25]=3[CH3:31])[C:5]2=[CH:4][CH:3]=1, predict the reactants needed to synthesize it. The reactants are: [Cl:1][C:2]1[CH:7]=[C:6]2[NH:8][C:9](=[O:32])[C:10]3([CH:15]([C:16]4[CH:21]=[CH:20][CH:19]=[C:18]([Cl:22])[CH:17]=4)[CH2:14][C:13](=O)[NH:12][CH:11]3[C:24]3[CH:29]=[C:28]([CH3:30])[CH:27]=[CH:26][C:25]=3[CH3:31])[C:5]2=[CH:4][CH:3]=1.[BH4-].[Na+]. (10) Given the product [CH2:1]([C:8]1[C:9]([CH3:27])=[N:10][C:11]([N:14]2[CH2:19][CH2:18][NH:17][CH2:16][CH2:15]2)=[N:12][CH:13]=1)[C:2]1[CH:7]=[CH:6][CH:5]=[CH:4][CH:3]=1, predict the reactants needed to synthesize it. The reactants are: [CH2:1]([C:8]1[C:9]([CH3:27])=[N:10][C:11]([N:14]2[CH2:19][CH2:18][N:17](C(OC(C)(C)C)=O)[CH2:16][CH2:15]2)=[N:12][CH:13]=1)[C:2]1[CH:7]=[CH:6][CH:5]=[CH:4][CH:3]=1.Cl.O1CCOCC1.